This data is from Peptide-MHC class II binding affinity with 134,281 pairs from IEDB. The task is: Regression. Given a peptide amino acid sequence and an MHC pseudo amino acid sequence, predict their binding affinity value. This is MHC class II binding data. (1) The peptide sequence is LCNFKKNIIALLIIP. The MHC is DRB1_0401 with pseudo-sequence DRB1_0401. The binding affinity (normalized) is 0.469. (2) The binding affinity (normalized) is 0.159. The peptide sequence is KAIKESTGGAYDTYK. The MHC is HLA-DPA10103-DPB10301 with pseudo-sequence HLA-DPA10103-DPB10301. (3) The peptide sequence is LIIGALAGSTLAALVIGGIA. The MHC is DRB1_0301 with pseudo-sequence DRB1_0301. The binding affinity (normalized) is 0. (4) The peptide sequence is MGRDIKVQFQSGGAN. The MHC is DRB1_0401 with pseudo-sequence DRB1_0401. The binding affinity (normalized) is 0.459. (5) The peptide sequence is AAASWDALAAELASA. The MHC is DRB1_0901 with pseudo-sequence DRB1_0901. The binding affinity (normalized) is 0.451. (6) The peptide sequence is CDGSILGAAVNGKKS. The MHC is HLA-DQA10501-DQB10302 with pseudo-sequence HLA-DQA10501-DQB10302. The binding affinity (normalized) is 0.408. (7) The peptide sequence is EVIPTAFKIGKTYTP. The MHC is DRB3_0101 with pseudo-sequence DRB3_0101. The binding affinity (normalized) is 0.0778. (8) The peptide sequence is WSIHGKGEWMTTEDM. The MHC is DRB5_0101 with pseudo-sequence DRB5_0101. The binding affinity (normalized) is 0.